From a dataset of Forward reaction prediction with 1.9M reactions from USPTO patents (1976-2016). Predict the product of the given reaction. (1) The product is: [Cl:1][C:2]1[N:7]=[C:6]2[CH:8]=[C:9]([C:20]3[O:21][CH:22]=[CH:23][N:24]=3)[NH:10][C:5]2=[CH:4][CH:3]=1. Given the reactants [Cl:1][C:2]1[N:7]=[C:6]2[CH:8]=[C:9]([C:20]3[O:21][CH:22]=[CH:23][N:24]=3)[N:10](S(C3C=CC=CC=3)(=O)=O)[C:5]2=[CH:4][CH:3]=1.[OH-].[Na+], predict the reaction product. (2) Given the reactants C([O:8][C@@H:9]([CH3:12])[CH2:10][OH:11])C1C=CC=CC=1.[Cl:13][C:14]1[CH:38]=[N:37][C:17]2[NH:18][C:19]3[C:24](Cl)=[N:23][CH:22]=[C:21]([C:26]4[CH:31]=[CH:30][CH:29]=[C:28]([S:32]([CH2:35][CH3:36])(=[O:34])=[O:33])[CH:27]=4)[C:20]=3[C:16]=2[CH:15]=1, predict the reaction product. The product is: [Cl:13][C:14]1[CH:38]=[N:37][C:17]2[NH:18][C:19]3[C:24]([O:11][CH2:10][C@H:9]([OH:8])[CH3:12])=[N:23][CH:22]=[C:21]([C:26]4[CH:31]=[CH:30][CH:29]=[C:28]([S:32]([CH2:35][CH3:36])(=[O:34])=[O:33])[CH:27]=4)[C:20]=3[C:16]=2[CH:15]=1. (3) Given the reactants [Br:1][C:2]1[CH:3]=[C:4]([NH2:8])[CH:5]=[N:6][CH:7]=1.[NH2:9][O:10][S:11]([C:14]1[C:19]([CH3:20])=[CH:18][C:17]([CH3:21])=[CH:16][C:15]=1[CH3:22])(=[O:13])=[O:12].C(OCC)C, predict the reaction product. The product is: [CH3:20][C:19]1[CH:18]=[C:17]([CH3:21])[CH:16]=[C:15]([CH3:22])[C:14]=1[S:11]([O-:13])(=[O:12])=[O:10].[NH2:9][N+:6]1[CH:7]=[C:2]([Br:1])[CH:3]=[C:4]([NH2:8])[CH:5]=1. (4) Given the reactants Br[C:2]1[CH:3]=[CH:4][C:5]2[N:6]([N:8]=[C:9]([NH:11][C:12](=[O:19])[C:13]3[CH:18]=[CH:17][CH:16]=[CH:15][CH:14]=3)[N:10]=2)[CH:7]=1.CC1(C)C(C)(C)OB([C:28]2[CH:29]=[N:30][NH:31][CH:32]=2)O1, predict the reaction product. The product is: [NH:30]1[CH:29]=[C:28]([C:2]2[CH:3]=[CH:4][C:5]3[N:6]([N:8]=[C:9]([NH:11][C:12](=[O:19])[C:13]4[CH:18]=[CH:17][CH:16]=[CH:15][CH:14]=4)[N:10]=3)[CH:7]=2)[CH:32]=[N:31]1. (5) Given the reactants [F:1][C:2]1[N:7]=[C:6]([NH2:8])[CH:5]=[CH:4][CH:3]=1.[F:9][C:10]1[CH:17]=[N:16][CH:15]=[C:14]([F:18])[C:11]=1[CH:12]=O.[N+:19]([C:21]1[CH:30]=[CH:29][C:24]2[O:25][CH2:26][CH2:27][O:28][C:23]=2[CH:22]=1)#[C-:20], predict the reaction product. The product is: [F:9][C:10]1[CH:17]=[N:16][CH:15]=[C:14]([F:18])[C:11]=1[C:12]1[N:8]=[C:6]2[CH:5]=[CH:4][CH:3]=[C:2]([F:1])[N:7]2[C:20]=1[NH:19][C:21]1[CH:30]=[CH:29][C:24]2[O:25][CH2:26][CH2:27][O:28][C:23]=2[CH:22]=1.